From a dataset of Tox21: 12 toxicity assays (nuclear receptors and stress response pathways). Binary classification across 12 toxicity assays. (1) The compound is CON(C)C(=O)Nc1ccc(Cl)c(Cl)c1. It tested positive (active) for: NR-AhR (Aryl hydrocarbon Receptor agonist activity), and SR-MMP (Mitochondrial Membrane Potential disruption). (2) The compound is CC[n+]1c(-c2ccccc2)c2cc(N)ccc2c2ccc(N)cc21. It tested positive (active) for: NR-AR-LBD (Androgen Receptor Ligand Binding Domain agonist), NR-AhR (Aryl hydrocarbon Receptor agonist activity), NR-Aromatase (Aromatase enzyme inhibition), SR-ARE (Antioxidant Response Element (oxidative stress)), SR-MMP (Mitochondrial Membrane Potential disruption), and SR-p53 (p53 tumor suppressor activation).